From a dataset of Reaction yield outcomes from USPTO patents with 853,638 reactions. Predict the reaction yield, written as a fraction of the theoretical maximum amount of product (1.0 means a 100% yield; for example, 0.34 means a 34% yield). (1) The reactants are [Cl:1][C:2]1[CH:7]=[CH:6][CH:5]=[CH:4][C:3]=1[C:8]1[CH:9]=[N:10][C:11]2[N:12]([N:21]=[C:22](SC)[C:23]=2[C:24](=[O:31])[NH:25][CH:26]2[CH2:30][CH2:29][CH2:28][CH2:27]2)[C:13]=1[C:14]1[CH:19]=[CH:18][C:17]([Cl:20])=[CH:16][CH:15]=1.Cl[C:35]1C=CC=C(C(OO)=O)C=1.[S:45]([O-:49])([O-])(=[O:47])=S.[Na+].[Na+]. The catalyst is C(Cl)Cl. The product is [Cl:1][C:2]1[CH:7]=[CH:6][CH:5]=[CH:4][C:3]=1[C:8]1[CH:9]=[N:10][C:11]2[N:12]([N:21]=[C:22]([S:45]([CH3:35])(=[O:49])=[O:47])[C:23]=2[C:24](=[O:31])[NH:25][CH:26]2[CH2:30][CH2:29][CH2:28][CH2:27]2)[C:13]=1[C:14]1[CH:15]=[CH:16][C:17]([Cl:20])=[CH:18][CH:19]=1. The yield is 1.00. (2) The reactants are [Cl:1][C:2]1[N:3]=[CH:4][N:5]([C:7]2[C:12]([O:13][CH3:14])=[CH:11][C:10]([N+:15]([O-])=O)=[CH:9][N:8]=2)[CH:6]=1.C(O)C.C(O)(=O)C.[OH-].[Na+]. The catalyst is [Fe].O. The product is [Cl:1][C:2]1[N:3]=[CH:4][N:5]([C:7]2[N:8]=[CH:9][C:10]([NH2:15])=[CH:11][C:12]=2[O:13][CH3:14])[CH:6]=1. The yield is 0.710. (3) The reactants are [C:1](OC(O[C:1]([CH3:4])([CH3:3])[CH3:2])N(C)C)([CH3:4])([CH3:3])[CH3:2].[C:15]([O:19][C:20]([NH:22][C@:23]1([C:33]([OH:35])=[O:34])[C@@H:25]([C:26]2[CH:31]=[CH:30][CH:29]=[CH:28][CH:27]=2)[C@H:24]1[CH3:32])=[O:21])([CH3:18])([CH3:17])[CH3:16].C(=O)([O-])O.[Na+]. The catalyst is C1(C)C=CC=CC=1. The product is [C:1]([O:34][C:33]([C@@:23]1([NH:22][C:20]([O:19][C:15]([CH3:16])([CH3:17])[CH3:18])=[O:21])[C@@H:25]([C:26]2[CH:31]=[CH:30][CH:29]=[CH:28][CH:27]=2)[C@H:24]1[CH3:32])=[O:35])([CH3:4])([CH3:3])[CH3:2]. The yield is 0.990. (4) The reactants are [Cl:1][C:2]1[CH:7]=[CH:6][C:5]([C:8]2[CH:13]=[CH:12][CH:11]=[CH:10][C:9]=2[C@H:14]([O:32][P:33]([O:38][CH2:39][CH3:40])([O:35][CH2:36][CH3:37])=[O:34])[CH:15]2[CH2:20][CH2:19][N:18]([C:21]3[CH:31]=[CH:30][C:24]([C:25]([O:27]CC)=[O:26])=[CH:23][CH:22]=3)[CH2:17][CH2:16]2)=[CH:4][CH:3]=1.[OH-].[Li+]. The catalyst is C1COCC1.CO.O. The product is [Cl:1][C:2]1[CH:7]=[CH:6][C:5]([C:8]2[CH:13]=[CH:12][CH:11]=[CH:10][C:9]=2[C@H:14]([O:32][P:33]([O:35][CH2:36][CH3:37])([O:38][CH2:39][CH3:40])=[O:34])[CH:15]2[CH2:20][CH2:19][N:18]([C:21]3[CH:31]=[CH:30][C:24]([C:25]([OH:27])=[O:26])=[CH:23][CH:22]=3)[CH2:17][CH2:16]2)=[CH:4][CH:3]=1. The yield is 0.860. (5) The reactants are C1C=CC2N([OH:10])N=NC=2C=1.O=C([N:17]1[CH2:22][CH2:21][N:20]([C:23](=[O:34])[C:24]2[CH:29]=[CH:28][CH:27]=[CH:26][C:25]=2[C:30]([F:33])([F:32])[F:31])[CH2:19][CH2:18]1)CC(O)=O.CCN=C=NC[CH2:41][CH2:42]N(C)C.Cl.[C:47]1([C:54]2[CH:59]=[CH:58][CH:57]=[CH:56][CH:55]=2)[CH:52]=[CH:51][CH:50]=[C:49]([NH2:53])[CH:48]=1.CN([CH:63]=[O:64])C. The catalyst is CN(C1C=CN=CC=1)C.O. The product is [C:47]1([C:54]2[CH:55]=[CH:56][CH:57]=[CH:58][CH:59]=2)[CH:52]=[CH:51][CH:50]=[C:49]([NH:53][C:63](=[O:64])[CH:41]([N:17]2[CH2:18][CH2:19][N:20]([C:23](=[O:34])[C:24]3[CH:29]=[CH:28][CH:27]=[CH:26][C:25]=3[C:30]([F:33])([F:31])[F:32])[CH2:21][CH2:22]2)[CH:42]=[O:10])[CH:48]=1. The yield is 0.440. (6) The reactants are CC1C=CC(C(O)=O)=CC=1.C(ON1C(=O)C2=CC=CC=C2C1=O)(=O)C.O=O.[C:28](O)(=[O:38])[C:29]1[CH:37]=[CH:36][C:32]([C:33]([OH:35])=[O:34])=[CH:31][CH:30]=1. The catalyst is [Ti].O.O.O.O.C([O-])(=O)C.[Co+2].C([O-])(=O)C.O.O.O.O.C([O-])(=O)C.[Mn+2].C([O-])(=O)C.C(O)(=O)C. The product is [C:33]([C:32]1[CH:36]=[CH:37][C:29]([CH:28]=[O:38])=[CH:30][CH:31]=1)([OH:35])=[O:34]. The yield is 0.956.